Predict which catalyst facilitates the given reaction. From a dataset of Catalyst prediction with 721,799 reactions and 888 catalyst types from USPTO. (1) Reactant: [F:1][C:2]1[CH:10]=[C:9]2[C:5]([CH2:6][CH2:7][N:8]2[CH:11]2[CH2:16][CH2:15][N:14]([C:17]([NH:19][C:20]3[S:21][C:22]([CH2:25][C:26](OC)=[O:27])=[CH:23][N:24]=3)=[O:18])[CH2:13][CH2:12]2)=[CH:4][CH:3]=1.CC(C[AlH]CC(C)C)C.C(O)(=O)C(C(C(O)=O)O)O.[Na]. Product: [F:1][C:2]1[CH:10]=[C:9]2[C:5]([CH2:6][CH2:7][N:8]2[CH:11]2[CH2:16][CH2:15][N:14]([C:17]([NH:19][C:20]3[S:21][C:22]([CH2:25][CH2:26][OH:27])=[CH:23][N:24]=3)=[O:18])[CH2:13][CH2:12]2)=[CH:4][CH:3]=1. The catalyst class is: 2. (2) Reactant: [F:1][C:2]1[CH:3]=[C:4]([C@:13]2([NH:23][C:24](=[O:35])[C:25]3[CH:30]=[CH:29][C:28]([C:31](=[NH:34])[NH:32][OH:33])=[CH:27][N:26]=3)[C:18]3=[N:19][CH:20]=[CH:21][CH:22]=[C:17]3[O:16][CH2:15][CH2:14]2)[CH:5]=[CH:6][C:7]=1[O:8][C:9]([F:12])([F:11])[F:10].O1CCOC[CH2:37]1.C(OC(OCC)OCC)C.B(F)(F)F. Product: [F:1][C:2]1[CH:3]=[C:4]([C@:13]2([NH:23][C:24](=[O:35])[C:25]3[CH:30]=[CH:29][C:28]([C:31]4[N:34]=[CH:37][O:33][N:32]=4)=[CH:27][N:26]=3)[C:18]3=[N:19][CH:20]=[CH:21][CH:22]=[C:17]3[O:16][CH2:15][CH2:14]2)[CH:5]=[CH:6][C:7]=1[O:8][C:9]([F:12])([F:10])[F:11]. The catalyst class is: 121. (3) Reactant: Br[C:2]1[CH:18]=[CH:17][C:5]2[N:6]3[C:10]([CH2:11][CH2:12][O:13][C:4]=2[CH:3]=1)=[CH:9][C:8]([C:14]([OH:16])=O)=[N:7]3.[CH:19]([NH:22][CH2:23][CH2:24][OH:25])([CH3:21])[CH3:20].C(N(CC)CC)C. Product: [OH:25][CH2:24][CH2:23][N:22]([CH:19]([CH3:21])[CH3:20])[C:14]([C:8]1[CH:9]=[C:10]2[N:6]([C:5]3[CH:17]=[CH:18][CH:2]=[CH:3][C:4]=3[O:13][CH2:12][CH2:11]2)[N:7]=1)=[O:16]. The catalyst class is: 45. (4) Reactant: [Br:1][C:2]1[S:10][C:9]2[C:4](=[N:5][CH:6]=[C:7]([C:12]([O:14]CC)=[O:13])[C:8]=2[OH:11])[CH:3]=1.C(O)(=O)C. Product: [Br:1][C:2]1[S:10][C:9]2[C:4](=[N:5][CH:6]=[C:7]([C:12]([OH:14])=[O:13])[C:8]=2[OH:11])[CH:3]=1. The catalyst class is: 494. (5) The catalyst class is: 22. Product: [NH2:35][O:34][CH2:33][CH2:32][CH2:31][N:25]1[C:18]2[C:19]3[CH:20]=[CH:21][CH:22]=[CH:23][C:24]=3[N:15]=[C:16]([NH2:2])[C:17]=2[N:27]=[C:26]1[CH2:28][CH2:29][CH3:30]. Reactant: [OH-].[NH4+:2].C1(C)C=CC(S(Cl)(=O)=O)=CC=1.[O-][N+:15]1[C:24]2[CH:23]=[CH:22][CH:21]=[CH:20][C:19]=2[C:18]2[N:25]([CH2:31][CH2:32][CH2:33][O:34][N:35]3C(=O)C4C(=CC=CC=4)C3=O)[C:26]([CH2:28][CH2:29][CH3:30])=[N:27][C:17]=2[CH:16]=1.